The task is: Predict the product of the given reaction.. This data is from Forward reaction prediction with 1.9M reactions from USPTO patents (1976-2016). Given the reactants [Cl:1][C:2]1[C:11]2[C:6](=[CH:7][C:8]([O:14][CH2:15][CH2:16][CH2:17][N:18]3[CH2:23][CH2:22][O:21][CH2:20][CH2:19]3)=[C:9]([O:12][CH3:13])[CH:10]=2)[N:5]=[CH:4][N:3]=1.[NH2:24][C:25]1[CH:26]=[C:27]2[C:31](=[CH:32][CH:33]=1)[NH:30][CH:29]=[CH:28]2, predict the reaction product. The product is: [ClH:1].[NH:30]1[C:31]2[C:27](=[CH:26][C:25]([NH:24][C:2]3[C:11]4[C:6](=[CH:7][C:8]([O:14][CH2:15][CH2:16][CH2:17][N:18]5[CH2:23][CH2:22][O:21][CH2:20][CH2:19]5)=[C:9]([O:12][CH3:13])[CH:10]=4)[N:5]=[CH:4][N:3]=3)=[CH:33][CH:32]=2)[CH:28]=[CH:29]1.